Task: Predict the reaction yield, written as a fraction of the theoretical maximum amount of product (1.0 means a 100% yield; for example, 0.34 means a 34% yield).. Dataset: Reaction yield outcomes from USPTO patents with 853,638 reactions (1) The reactants are [C:1]1([CH2:7][CH2:8][CH2:9][CH2:10][CH2:11][CH2:12][CH2:13][CH2:14][NH2:15])[CH:6]=[CH:5][CH:4]=[CH:3][CH:2]=1.[Li]CCCC.C([O:23][C:24](=O)[C:25]1[CH:30]=[C:29]([C:31]2[CH:36]=[C:35]([CH3:37])[CH:34]=[C:33]([CH3:38])[CH:32]=2)[C:28]([O:39][CH2:40][CH2:41][OH:42])=[C:27]([C:43]2[CH:48]=[C:47]([CH3:49])[CH:46]=[C:45]([CH3:50])[CH:44]=2)[CH:26]=1)C.CCOC(C)=O. The catalyst is C1COCC1. The product is [C:1]1([CH2:7][CH2:8][CH2:9][CH2:10][CH2:11][CH2:12][CH2:13][CH2:14][NH:15][C:24](=[O:23])[C:25]2[CH:30]=[C:29]([C:31]3[CH:32]=[C:33]([CH3:38])[CH:34]=[C:35]([CH3:37])[CH:36]=3)[C:28]([O:39][CH2:40][CH2:41][OH:42])=[C:27]([C:43]3[CH:44]=[C:45]([CH3:50])[CH:46]=[C:47]([CH3:49])[CH:48]=3)[CH:26]=2)[CH:6]=[CH:5][CH:4]=[CH:3][CH:2]=1. The yield is 0.594. (2) The reactants are [Br:1][C:2]1[C:3]([F:12])=[C:4]2[C:10]([NH2:11])=[CH:9][NH:8][C:5]2=[N:6][CH:7]=1.[F:13][C:14]([F:25])([F:24])[C:15]1[CH:16]=[C:17]([CH:21]=[CH:22][CH:23]=1)[C:18](O)=[O:19].C1N(P(Cl)(N2C(=O)OCC2)=O)C(=O)OC1.C(N(CC)CC)C. The catalyst is C(Cl)Cl. The product is [Br:1][C:2]1[C:3]([F:12])=[C:4]2[C:10]([NH:11][C:18](=[O:19])[C:17]3[CH:21]=[CH:22][CH:23]=[C:15]([C:14]([F:13])([F:24])[F:25])[CH:16]=3)=[CH:9][NH:8][C:5]2=[N:6][CH:7]=1. The yield is 0.710. (3) The reactants are [NH2:1][C:2]1[CH:7]=[CH:6][C:5]([C:8]2[N:13]=[C:12]([N:14]3[CH2:19][CH2:18][O:17][CH2:16][CH2:15]3)[N:11]=[C:10]([C:20]3[CH:25]=[CH:24][C:23]([NH:26][C:27]([NH:29][CH3:30])=[O:28])=[CH:22][CH:21]=3)[N:9]=2)=[CH:4][CH:3]=1.[N:31]1[CH:36]=[CH:35][C:34]([NH:37][C:38](=[O:46])OC2C=CC=CC=2)=[CH:33][CH:32]=1. No catalyst specified. The product is [CH3:30][NH:29][C:27]([NH:26][C:23]1[CH:22]=[CH:21][C:20]([C:10]2[N:11]=[C:12]([N:14]3[CH2:15][CH2:16][O:17][CH2:18][CH2:19]3)[N:13]=[C:8]([C:5]3[CH:4]=[CH:3][C:2]([NH:1][C:38](=[O:46])[NH:37][C:34]4[CH:33]=[CH:32][N:31]=[CH:36][CH:35]=4)=[CH:7][CH:6]=3)[N:9]=2)=[CH:25][CH:24]=1)=[O:28]. The yield is 0.0390. (4) The reactants are C(=O)(OC)[O:2][C:3]1[CH:8]=[C:7]([N+:9]([O-:11])=[O:10])[C:6](Br)=[CH:5][C:4]=1[CH:13]1[CH2:17][CH2:16][CH2:15][CH2:14]1.F[C:22](F)(F)[B].[K].C(=O)([O-])[O-].[Cs+].[Cs+].O1CCCC1. The catalyst is C1C=CC(P(C2C=CC=CC=2)[C-]2C=CC=C2)=CC=1.C1C=CC(P(C2C=CC=CC=2)[C-]2C=CC=C2)=CC=1.Cl[Pd]Cl.[Fe+2].O. The product is [CH:13]1([C:4]2[CH:5]=[C:6]([CH3:22])[C:7]([N+:9]([O-:11])=[O:10])=[CH:8][C:3]=2[OH:2])[CH2:17][CH2:16][CH2:15][CH2:14]1. The yield is 0.520. (5) The reactants are [C:1]1([C:7]2[C:8](=[N:13][NH:14][C:15]3[CH:20]=[CH:19][CH:18]=[CH:17][CH:16]=3)[C:9]([NH2:12])=[N:10][N:11]=2)[CH:6]=[CH:5][CH:4]=[CH:3][CH:2]=1.Cl.[C:22](Cl)(=[O:29])[C:23]1[CH:28]=[CH:27][CH:26]=[N:25][CH:24]=1.C(N(CC)CC)C. The catalyst is C(Cl)Cl. The product is [C:1]1([C:7]2[C:8](=[N:13][NH:14][C:15]3[CH:16]=[CH:17][CH:18]=[CH:19][CH:20]=3)[C:9]([NH:12][C:22](=[O:29])[C:23]3[CH:28]=[CH:27][CH:26]=[N:25][CH:24]=3)=[N:10][N:11]=2)[CH:2]=[CH:3][CH:4]=[CH:5][CH:6]=1. The yield is 0.360. (6) The reactants are [CH:1]([C:4]1[C:9](=[O:10])[NH:8][C:7](=[O:11])[NH:6][C:5]=1[C:12]([C:14]1[CH:15]=[C:16]([CH:21]=[CH:22][C:23]#[N:24])[CH:17]=[C:18]([CH3:20])[CH:19]=1)=[O:13])([CH3:3])[CH3:2].C(=O)([O-])[O-].[K+].[K+].[I-].[Li+].[C:33]1(=[O:51])[N:37]([C:38]2[CH:43]=[C:42]([CH2:44]Cl)[CH:41]=[CH:40][N:39]=2)[C:36](=[O:46])[C:35]2=[CH:47][CH:48]=[CH:49][CH:50]=[C:34]12. The catalyst is CN(C=O)C. The product is [O:51]=[C:33]1[C:34]2[C:35](=[CH:47][CH:48]=[CH:49][CH:50]=2)[C:36](=[O:46])[N:37]1[C:38]1[CH:43]=[C:42]([CH2:44][N:6]2[C:5]([C:12]([C:14]3[CH:15]=[C:16]([CH:21]=[CH:22][C:23]#[N:24])[CH:17]=[C:18]([CH3:20])[CH:19]=3)=[O:13])=[C:4]([CH:1]([CH3:3])[CH3:2])[C:9](=[O:10])[NH:8][C:7]2=[O:11])[CH:41]=[CH:40][N:39]=1. The yield is 0.270.